From a dataset of Reaction yield outcomes from USPTO patents with 853,638 reactions. Predict the reaction yield, written as a fraction of the theoretical maximum amount of product (1.0 means a 100% yield; for example, 0.34 means a 34% yield). (1) The reactants are I[C:2]1[CH:3]=[CH:4][C:5]2[N:6]([CH:8]=[C:9]([NH:11][C:12]([CH:14]3[CH2:16][CH2:15]3)=[O:13])[N:10]=2)[N:7]=1.[NH2:17][C:18]1[CH:19]=[C:20]([SH:24])[CH:21]=[CH:22][CH:23]=1.C(=O)([O-])[O-].[K+].[K+].CN(C)C=O. The catalyst is O. The product is [NH2:17][C:18]1[CH:19]=[C:20]([S:24][C:2]2[CH:3]=[CH:4][C:5]3[N:6]([CH:8]=[C:9]([NH:11][C:12]([CH:14]4[CH2:16][CH2:15]4)=[O:13])[N:10]=3)[N:7]=2)[CH:21]=[CH:22][CH:23]=1. The yield is 0.800. (2) The reactants are [C:1]([O:5][C:6]([NH:8][CH2:9][C:10]1[CH:15]=[CH:14][C:13]([N:16]2[C:22]3[CH:23]=[CH:24][CH:25]=[CH:26][C:21]=3[N:20]([CH2:27][C:28]([O:30][CH3:31])=[O:29])[C:19](=[O:32])[CH:18]([CH2:33][C:34]([O:36]CC3C=CC=CC=3)=[O:35])[C:17]2=[O:44])=[CH:12][CH:11]=1)=[O:7])([CH3:4])([CH3:3])[CH3:2]. The catalyst is [Pd].CO. The product is [C:1]([O:5][C:6]([NH:8][CH2:9][C:10]1[CH:11]=[CH:12][C:13]([N:16]2[C:22]3[CH:23]=[CH:24][CH:25]=[CH:26][C:21]=3[N:20]([CH2:27][C:28]([O:30][CH3:31])=[O:29])[C:19](=[O:32])[CH:18]([CH2:33][C:34]([OH:36])=[O:35])[C:17]2=[O:44])=[CH:14][CH:15]=1)=[O:7])([CH3:4])([CH3:2])[CH3:3]. The yield is 0.980.